Dataset: Forward reaction prediction with 1.9M reactions from USPTO patents (1976-2016). Task: Predict the product of the given reaction. (1) Given the reactants [H-].[Na+].[CH:3]([SH:6])([CH3:5])[CH3:4].[H][H].Cl[C:10]1[CH:15]=[C:14]([C:16]2[C:21]([Cl:22])=[CH:20][C:19]([C:23]([F:26])([F:25])[F:24])=[CH:18][C:17]=2[Cl:27])[CH:13]=[CH:12][C:11]=1[N+:28]([O-:30])=[O:29], predict the reaction product. The product is: [Cl:22][C:21]1[CH:20]=[C:19]([C:23]([F:25])([F:24])[F:26])[CH:18]=[C:17]([Cl:27])[C:16]=1[C:14]1[CH:13]=[CH:12][C:11]([N+:28]([O-:30])=[O:29])=[C:10]([S:6][CH:3]([CH3:5])[CH3:4])[CH:15]=1. (2) Given the reactants C(O[C:6]([N:8]([CH2:10][C:11]1[C:12]([F:35])=[C:13]([C:28]2[C:29]([F:34])=[N:30][CH:31]=[CH:32][CH:33]=2)[N:14]([S:16]([C:19]2[CH:23]=[CH:22][S:21][C:20]=2[C:24]([O:26][CH3:27])=[O:25])(=[O:18])=[O:17])[CH:15]=1)C)=O)(C)(C)C.[C:36]([O:39]CC)(=[O:38])[CH3:37].Cl, predict the reaction product. The product is: [C:24]([OH:26])(=[O:25])/[CH:20]=[CH:37]/[C:36]([OH:39])=[O:38].[F:35][C:12]1[C:11]([CH2:10][NH:8][CH3:6])=[CH:15][N:14]([S:16]([C:19]2[CH:23]=[CH:22][S:21][C:20]=2[C:24]([O:26][CH3:27])=[O:25])(=[O:18])=[O:17])[C:13]=1[C:28]1[C:29]([F:34])=[N:30][CH:31]=[CH:32][CH:33]=1. (3) Given the reactants [OH:1][C@H:2]1[CH2:6][N:5]([C:7](=[O:27])[C@@H:8]([NH:10][C:11](=[O:26])[C@@H:12]([NH:17][C:18](=[O:25])[CH2:19][CH2:20][C:21]([O:23]C)=[O:22])[CH2:13][CH:14]([CH3:16])[CH3:15])[CH3:9])[C@H:4]([C:28](=[O:43])[NH:29][CH2:30][C:31]2[CH:36]=[CH:35][C:34]([C:37]3[S:41][CH:40]=[N:39][C:38]=3[CH3:42])=[CH:33][CH:32]=2)[CH2:3]1.[OH-].[Na+], predict the reaction product. The product is: [OH:1][C@H:2]1[CH2:6][N:5]([C:7](=[O:27])[C@@H:8]([NH:10][C:11](=[O:26])[C@@H:12]([NH:17][C:18](=[O:25])[CH2:19][CH2:20][C:21]([OH:23])=[O:22])[CH2:13][CH:14]([CH3:16])[CH3:15])[CH3:9])[C@H:4]([C:28](=[O:43])[NH:29][CH2:30][C:31]2[CH:32]=[CH:33][C:34]([C:37]3[S:41][CH:40]=[N:39][C:38]=3[CH3:42])=[CH:35][CH:36]=2)[CH2:3]1. (4) Given the reactants [N+:1]([C:4]1[CH:9]=[CH:8][C:7]([N:10]2[CH2:15][CH2:14][NH:13][CH2:12][CH2:11]2)=[C:6]([C:16]2[CH2:21][C:20]([CH3:23])([CH3:22])[CH2:19][C:18]([CH3:25])([CH3:24])[CH:17]=2)[CH:5]=1)([O-:3])=[O:2].[CH:26](=O)[CH2:27][CH2:28][CH3:29].C(O[BH-](OC(=O)C)OC(=O)C)(=O)C.[Na+].C(O)(=O)C, predict the reaction product. The product is: [CH2:26]([N:13]1[CH2:14][CH2:15][N:10]([C:7]2[CH:8]=[CH:9][C:4]([N+:1]([O-:3])=[O:2])=[CH:5][C:6]=2[C:16]2[CH2:21][C:20]([CH3:23])([CH3:22])[CH2:19][C:18]([CH3:25])([CH3:24])[CH:17]=2)[CH2:11][CH2:12]1)[CH2:27][CH2:28][CH3:29]. (5) Given the reactants C(OC([N:8]1[CH2:12][CH2:11][CH:10]([NH:13][C:14]([C:16]2[S:17][CH:18]=[CH:19][C:20]=2[NH:21][C:22]2[CH:27]=[CH:26][N:25]=[C:24]3[NH:28][CH:29]=[CH:30][C:23]=23)=[O:15])C1)=O)(C)(C)C.N[CH2:32][C:33]1C=NC=C[CH:38]=1, predict the reaction product. The product is: [N:8]1[CH:38]=[CH:33][CH:32]=[C:11]([CH2:10][NH:13][C:14]([C:16]2[S:17][CH:18]=[CH:19][C:20]=2[NH:21][C:22]2[CH:27]=[CH:26][N:25]=[C:24]3[NH:28][CH:29]=[CH:30][C:23]=23)=[O:15])[CH:12]=1. (6) Given the reactants [N:1]1([C:8]2[CH:17]=[CH:16][CH:15]=[C:14]3[C:9]=2[CH:10]=[CH:11][C:12]([CH3:18])=[N:13]3)[CH2:7][CH2:6][CH2:5][NH:4][CH2:3][CH2:2]1.[Cl:19][CH2:20][CH2:21][C:22]1[CH:23]=[CH:24][C:25]2[O:30][CH2:29][C:28](=[O:31])[N:27]([CH3:32])[C:26]=2[CH:33]=1, predict the reaction product. The product is: [ClH:19].[ClH:19].[CH3:32][N:27]1[C:26]2[CH:33]=[C:22]([CH2:21][CH2:20][N:4]3[CH2:5][CH2:6][CH2:7][N:1]([C:8]4[CH:17]=[CH:16][CH:15]=[C:14]5[C:9]=4[CH:10]=[CH:11][C:12]([CH3:18])=[N:13]5)[CH2:2][CH2:3]3)[CH:23]=[CH:24][C:25]=2[O:30][CH2:29][C:28]1=[O:31]. (7) Given the reactants [N:1]1[NH:2][N:3]=[N:4][C:5]=1[C:6]1[CH:7]=[CH:8][C:9]2[NH:10][C:11]3[C:16]([C:17]=2[CH:18]=1)=[CH:15][CH:14]=[CH:13][CH:12]=3.[C:19]1([C:25](Cl)([C:32]2[CH:37]=[CH:36][CH:35]=[CH:34][CH:33]=2)[C:26]2[CH:31]=[CH:30][CH:29]=[CH:28][CH:27]=2)[CH:24]=[CH:23][CH:22]=[CH:21][CH:20]=1.C(N(CC)CC)C.O, predict the reaction product. The product is: [C:19]1([C:25]([C:26]2[CH:27]=[CH:28][CH:29]=[CH:30][CH:31]=2)([C:32]2[CH:33]=[CH:34][CH:35]=[CH:36][CH:37]=2)[N:3]2[N:2]=[N:1][C:5]([C:6]3[CH:7]=[CH:8][C:9]4[NH:10][C:11]5[C:16]([C:17]=4[CH:18]=3)=[CH:15][CH:14]=[CH:13][CH:12]=5)=[N:4]2)[CH:20]=[CH:21][CH:22]=[CH:23][CH:24]=1. (8) Given the reactants C1(P(C2C=CC=CC=2)C2C=CC=CC=2)C=CC=CC=1.[C:20]([C:22]1[CH:29]=[CH:28][C:25]([CH2:26]O)=[CH:24][CH:23]=1)#[CH:21].[Br:30]C(Br)(Br)Br.N1C(C)=CC=CC=1C, predict the reaction product. The product is: [C:20]([C:22]1[CH:29]=[CH:28][C:25]([CH2:26][Br:30])=[CH:24][CH:23]=1)#[CH:21].